This data is from Full USPTO retrosynthesis dataset with 1.9M reactions from patents (1976-2016). The task is: Predict the reactants needed to synthesize the given product. (1) Given the product [OH:2][C:3]1[CH:12]=[CH:11][CH:10]=[C:9]2[C:4]=1[CH:5]=[CH:6][CH:7]=[C:8]2[C:13]#[N:14], predict the reactants needed to synthesize it. The reactants are: C[O:2][C:3]1[CH:12]=[CH:11][CH:10]=[C:9]2[C:4]=1[CH:5]=[CH:6][CH:7]=[C:8]2[C:13]#[N:14].B(Br)(Br)Br. (2) Given the product [NH2:1][C:2]1[C:9]([C:13]#[C:12][Si:14]([CH3:17])([CH3:16])[CH3:15])=[CH:8][C:5]([C:6]#[N:7])=[C:4]([Cl:11])[CH:3]=1, predict the reactants needed to synthesize it. The reactants are: [NH2:1][C:2]1[C:9](I)=[CH:8][C:5]([C:6]#[N:7])=[C:4]([Cl:11])[CH:3]=1.[C:12]([Si:14]([CH3:17])([CH3:16])[CH3:15])#[CH:13].CCN(CC)CC. (3) Given the product [CH:7]1([C:11]2[C:20]([CH:21]3[CH2:23][CH2:22]3)=[CH:19][C:14]([CH2:15][OH:16])=[C:13]([O:24][CH2:25][CH3:26])[CH:12]=2)[CH2:8][CH2:9][CH2:10]1, predict the reactants needed to synthesize it. The reactants are: [H-].[Al+3].[Li+].[H-].[H-].[H-].[CH:7]1([C:11]2[C:20]([CH:21]3[CH2:23][CH2:22]3)=[CH:19][C:14]([C:15](OC)=[O:16])=[C:13]([O:24][CH2:25][CH3:26])[CH:12]=2)[CH2:10][CH2:9][CH2:8]1.S([O-])([O-])(=O)=O.[Na+].[Na+]. (4) Given the product [OH:12][C@H:9]1[CH2:10][C:11]2[C:2]([NH:1][C:28]([C:25]3[CH:24]=[CH:23][C:22]([C:19]4[CH:18]=[CH:17][C:16]([O:15][C:14]([F:32])([F:13])[F:31])=[CH:21][CH:20]=4)=[CH:27][N:26]=3)=[O:29])=[CH:3][CH:4]=[CH:5][C:6]=2[CH2:7][CH2:8]1, predict the reactants needed to synthesize it. The reactants are: [NH2:1][C:2]1[CH:3]=[CH:4][CH:5]=[C:6]2[C:11]=1[CH2:10][C@H:9]([OH:12])[CH2:8][CH2:7]2.[F:13][C:14]([F:32])([F:31])[O:15][C:16]1[CH:21]=[CH:20][C:19]([C:22]2[CH:23]=[CH:24][C:25]([C:28](O)=[O:29])=[N:26][CH:27]=2)=[CH:18][CH:17]=1. (5) Given the product [CH3:26][O:1][CH2:2][C@H:3]1[C@H:12]([CH3:13])[C@@H:11]([NH:14][C:15]2[CH:16]=[CH:17][CH:18]=[CH:19][CH:20]=2)[C:10]2[C:5](=[CH:6][CH:7]=[CH:8][CH:9]=2)[N:4]1[C:21](=[O:23])[CH3:22], predict the reactants needed to synthesize it. The reactants are: [OH:1][CH2:2][C@H:3]1[C@H:12]([CH3:13])[C@@H:11]([NH:14][C:15]2[CH:20]=[CH:19][CH:18]=[CH:17][CH:16]=2)[C:10]2[C:5](=[CH:6][CH:7]=[CH:8][CH:9]=2)[N:4]1[C:21](=[O:23])[CH3:22].[H-].[Na+].[CH3:26]I. (6) Given the product [CH2:23]([O:22][CH2:21][CH2:20][C@@H:19]([N:14]1[C:15](=[O:18])[CH2:16][CH2:17][N:11]([C:9]([O:8][CH2:1][C:2]2[CH:7]=[CH:6][CH:5]=[CH:4][CH:3]=2)=[O:10])[CH2:12][CH2:13]1)[C:30]([O-:32])=[O:31])[C:24]1[CH:29]=[CH:28][CH:27]=[CH:26][CH:25]=1.[Li+:35], predict the reactants needed to synthesize it. The reactants are: [CH2:1]([O:8][C:9]([N:11]1[CH2:17][CH2:16][C:15](=[O:18])[N:14]([C@H:19]([C:30]([O:32]C)=[O:31])[CH2:20][CH2:21][O:22][CH2:23][C:24]2[CH:29]=[CH:28][CH:27]=[CH:26][CH:25]=2)[CH2:13][CH2:12]1)=[O:10])[C:2]1[CH:7]=[CH:6][CH:5]=[CH:4][CH:3]=1.[OH-].[Li+:35].